The task is: Predict the reaction yield, written as a fraction of the theoretical maximum amount of product (1.0 means a 100% yield; for example, 0.34 means a 34% yield).. This data is from Reaction yield outcomes from USPTO patents with 853,638 reactions. (1) The reactants are [C:1]1([C:7]([OH:9])=[O:8])([C:4](O)=[O:5])[CH2:3][CH2:2]1.CCN(CC)CC.S(Cl)(Cl)=O.[F:21][C:22]1[CH:29]=[CH:28][C:25]([NH:26][CH3:27])=[CH:24][CH:23]=1. No catalyst specified. The product is [F:21][C:22]1[CH:29]=[CH:28][C:25]([N:26]([CH3:27])[C:4]([C:1]2([C:7]([OH:9])=[O:8])[CH2:3][CH2:2]2)=[O:5])=[CH:24][CH:23]=1. The yield is 0.720. (2) The reactants are [Br:1][C:2]1[CH:3]=[CH:4][C:5]([C:8]([OH:10])=O)=[N:6][CH:7]=1.[CH:11]([NH2:14])([CH3:13])[CH3:12]. No catalyst specified. The product is [CH:11]([NH:14][C:8]([C:5]1[CH:4]=[CH:3][C:2]([Br:1])=[CH:7][N:6]=1)=[O:10])([CH3:13])[CH3:12]. The yield is 0.830. (3) The reactants are C(OC([N:8]1[CH2:13][CH2:12][C@@H:11]([N:14]2[CH2:18][CH2:17][CH2:16][CH2:15]2)[CH2:10][C@@H:9]1[CH3:19])=O)(C)(C)C.[ClH:20]. The catalyst is O1CCOCC1. The product is [ClH:20].[ClH:20].[CH3:19][C@H:9]1[CH2:10][C@H:11]([N:14]2[CH2:18][CH2:17][CH2:16][CH2:15]2)[CH2:12][CH2:13][NH:8]1. The yield is 0.840.